Dataset: Catalyst prediction with 721,799 reactions and 888 catalyst types from USPTO. Task: Predict which catalyst facilitates the given reaction. (1) Reactant: C([O:8][C:9](=[O:41])[C@@H:10]([NH:33][C:34]([O:36][C:37]([CH3:40])([CH3:39])[CH3:38])=[O:35])[CH2:11][CH2:12][C:13]1[N:17]([CH2:18][C:19]2[CH:24]=[CH:23][C:22]([C:25]([CH3:28])([CH3:27])[CH3:26])=[CH:21][CH:20]=2)[C:16]2[CH:29]=[CH:30][CH:31]=[CH:32][C:15]=2[N:14]=1)C1C=CC=CC=1.[OH-].[Na+]. Product: [C:37]([O:36][C:34]([NH:33][C@@H:10]([CH2:11][CH2:12][C:13]1[N:17]([CH2:18][C:19]2[CH:20]=[CH:21][C:22]([C:25]([CH3:27])([CH3:26])[CH3:28])=[CH:23][CH:24]=2)[C:16]2[CH:29]=[CH:30][CH:31]=[CH:32][C:15]=2[N:14]=1)[C:9]([OH:41])=[O:8])=[O:35])([CH3:38])([CH3:39])[CH3:40]. The catalyst class is: 36. (2) Reactant: [CH:1]([CH:4]1[C:12]2[C:7](=[CH:8][CH:9]=[C:10]([N+:13]([O-])=O)[CH:11]=2)[N:6]([CH3:16])[C:5]1=[O:17])([CH3:3])[CH3:2].[C:18](O)(=[O:20])[CH3:19]. Product: [CH:1]([CH:4]1[C:12]2[C:7](=[CH:8][CH:9]=[C:10]([NH:13][C:18](=[O:20])[CH3:19])[CH:11]=2)[N:6]([CH3:16])[C:5]1=[O:17])([CH3:3])[CH3:2]. The catalyst class is: 181. (3) Reactant: C([O:5][C:6](=[O:40])[C:7]1[CH:12]=[CH:11][C:10]([NH:13][C:14]([N:16]([CH2:24][CH2:25][C:26]2[CH:31]=[CH:30][CH:29]=[C:28]([O:32][C:33]([C:37]([OH:39])=[O:38])([CH3:36])[CH2:34][CH3:35])[CH:27]=2)[CH2:17][CH2:18][CH2:19][CH2:20][CH2:21][CH2:22][CH3:23])=[O:15])=[CH:9][CH:8]=1)CCC.C(=O)([O-])[O-].[K+].[K+].CO. Product: [C:37]([C:33]([CH3:36])([O:32][C:28]1[CH:27]=[C:26]([CH2:25][CH2:24][N:16]([CH2:17][CH2:18][CH2:19][CH2:20][CH2:21][CH2:22][CH3:23])[C:14](=[O:15])[NH:13][C:10]2[CH:9]=[CH:8][C:7]([C:6]([OH:40])=[O:5])=[CH:12][CH:11]=2)[CH:31]=[CH:30][CH:29]=1)[CH2:34][CH3:35])([OH:39])=[O:38]. The catalyst class is: 6. (4) Reactant: [NH2:1][C:2]1[CH:10]=[C:9]([Cl:11])[CH:8]=[CH:7][C:3]=1[C:4](O)=[O:5].[N:12]([O-])=O.[Na+].[O-]S([O-])=O.[Na+].[Na+].[OH-].[Na+]. Product: [Cl:11][C:9]1[CH:10]=[C:2]2[C:3]([C:4]([OH:5])=[N:12][NH:1]2)=[CH:7][CH:8]=1. The catalyst class is: 223. (5) Reactant: [C:1]([C:4]1[N:9]=[N:8][C:7]([NH:10][C@@H:11]2[CH2:16][CH2:15][CH2:14][CH2:13][C@@H:12]2[NH:17]C(=O)OC(C)(C)C)=[CH:6][C:5]=1[NH:25][C:26]1[C:34]2[N:33]=[CH:32][N:31]([CH3:35])[C:30]=2[CH:29]=[CH:28][CH:27]=1)(=[O:3])[NH2:2].C(O)(C(F)(F)F)=O. Product: [NH2:17][C@H:12]1[CH2:13][CH2:14][CH2:15][CH2:16][C@H:11]1[NH:10][C:7]1[N:8]=[N:9][C:4]([C:1]([NH2:2])=[O:3])=[C:5]([NH:25][C:26]2[C:34]3[N:33]=[CH:32][N:31]([CH3:35])[C:30]=3[CH:29]=[CH:28][CH:27]=2)[CH:6]=1. The catalyst class is: 2. (6) Reactant: [CH3:1][C:2]1[CH:7]=[CH:6][C:5]([S:8]([O-:10])=[O:9])=[CH:4][CH:3]=1.[Na+].Cl.O. Product: [CH3:1][C:2]1[CH:7]=[CH:6][C:5]([S:8]([OH:10])=[O:9])=[CH:4][CH:3]=1. The catalyst class is: 237.